This data is from Forward reaction prediction with 1.9M reactions from USPTO patents (1976-2016). The task is: Predict the product of the given reaction. (1) Given the reactants Br[CH2:2][C:3]([NH:5][C:6]1[CH:11]=[C:10]([N+:12]([O-:14])=[O:13])[CH:9]=[CH:8][C:7]=1[C:15]([CH3:18])([CH3:17])[CH3:16])=[O:4].C(=O)([O-])[O-].[K+].[K+].[CH3:25][NH:26][CH3:27], predict the reaction product. The product is: [C:15]([C:7]1[CH:8]=[CH:9][C:10]([N+:12]([O-:14])=[O:13])=[CH:11][C:6]=1[NH:5][C:3](=[O:4])[CH2:2][N:26]([CH3:27])[CH3:25])([CH3:18])([CH3:17])[CH3:16]. (2) Given the reactants Cl.C(OC(OCC)[N:6]1[C:14]2[C:9](=[CH:10][CH:11]=[CH:12][CH:13]=2)[C:8]([C:15]#[N:16])=[C:7]1[CH:17]=[O:18])C.C([O-])([O-])=O.[K+].[K+], predict the reaction product. The product is: [CH:17]([C:7]1[NH:6][C:14]2[C:9]([C:8]=1[C:15]#[N:16])=[CH:10][CH:11]=[CH:12][CH:13]=2)=[O:18]. (3) Given the reactants Br[C:2]1[CH:7]=[CH:6][C:5]([Br:8])=[CH:4][CH:3]=1.[Si]([O:16][CH2:17][C@@H:18](/[N:23]=[CH:24]/[C:25]([F:28])([F:27])[F:26])[CH2:19][CH:20]([CH3:22])[CH3:21])(C(C)(C)C)(C)C.[Cl-].[NH4+].[F-].C([NH3+])(C)(C)C, predict the reaction product. The product is: [Br:8][C:5]1[CH:6]=[CH:7][C:2]([C@H:24]([NH:23][C@@H:18]([CH2:19][CH:20]([CH3:22])[CH3:21])[CH2:17][OH:16])[C:25]([F:27])([F:26])[F:28])=[CH:3][CH:4]=1. (4) Given the reactants [F:1][B:2]([O:4][C:5]([C:7]1[C:16](=[O:17])[C:15]2[C:10](=[C:11](OCF)[C:12]([F:19])=[C:13]([F:18])[CH:14]=2)[N:9]([CH:23]2[CH2:25][CH2:24]2)[CH:8]=1)=[O:6])[F:3].[CH:26]1(N2C3C(=CC(F)=C(F)C=3C)C(=O)C=C2C(O)=O)CC1, predict the reaction product. The product is: [F:3][B:2]([O:4][C:5]([C:7]1[C:16](=[O:17])[C:15]2[C:10](=[C:11]([CH3:26])[C:12]([F:19])=[C:13]([F:18])[CH:14]=2)[N:9]([CH:23]2[CH2:24][CH2:25]2)[CH:8]=1)=[O:6])[F:1]. (5) Given the reactants [OH:1][CH:2]([CH:12]1[CH2:17][CH2:16][N:15](CC2C=CC=CC=2)[CH2:14][CH2:13]1)[CH2:3][NH:4][C:5](=[O:11])[O:6][C:7]([CH3:10])([CH3:9])[CH3:8], predict the reaction product. The product is: [OH:1][CH:2]([CH:12]1[CH2:13][CH2:14][NH:15][CH2:16][CH2:17]1)[CH2:3][NH:4][C:5](=[O:11])[O:6][C:7]([CH3:10])([CH3:9])[CH3:8]. (6) The product is: [Cl:1][C:2]1[CH:3]=[C:4]([C:9]2([CH2:14][OH:15])[CH2:13][CH2:12][CH2:11][CH2:10]2)[CH:5]=[CH:6][C:7]=1[Cl:8]. Given the reactants [Cl:1][C:2]1[CH:3]=[C:4]([C:9]2([CH:14]=[O:15])[CH2:13][CH2:12][CH2:11][CH2:10]2)[CH:5]=[CH:6][C:7]=1[Cl:8].FC(F)(F)C1C=CC(C2(CO)CCCC2)=CC=1, predict the reaction product.